Dataset: Forward reaction prediction with 1.9M reactions from USPTO patents (1976-2016). Task: Predict the product of the given reaction. (1) Given the reactants [C:1]1(=O)[CH2:7][CH2:6][CH2:5][CH2:4][CH2:3][C:2]1=O.COP([CH2:16][C:17]([C:19]1[CH:24]=[CH:23][CH:22]=[CH:21][C:20]=1[O:25][CH3:26])=O)(=O)OC.O.[NH2:28][NH2:29], predict the reaction product. The product is: [CH3:26][O:25][C:20]1[CH:21]=[CH:22][CH:23]=[CH:24][C:19]=1[C:17]1[N:29]=[N:28][C:2]2[CH2:3][CH2:4][CH2:5][CH2:6][CH2:7][C:1]=2[CH:16]=1. (2) Given the reactants [CH3:1][C:2]1[C:3]([C:24]([NH2:26])=[O:25])=[N:4][C:5]([C:9]2[CH:14]=[CH:13][C:12](B3OC(C)(C)C(C)(C)O3)=[CH:11][CH:10]=2)=[C:6]([CH3:8])[N:7]=1.[F:27][C:28]1[CH:29]=[C:30]([CH2:42][C:43]([O:45][CH3:46])=[O:44])[CH:31]=[CH:32][C:33]=1OS(C(F)(F)F)(=O)=O.P([O-])([O-])([O-])=O.[K+].[K+].[K+], predict the reaction product. The product is: [C:24]([C:3]1[N:4]=[C:5]([C:9]2[CH:10]=[CH:11][C:12]([C:33]3[CH:32]=[CH:31][C:30]([CH2:42][C:43]([O:45][CH3:46])=[O:44])=[CH:29][C:28]=3[F:27])=[CH:13][CH:14]=2)[C:6]([CH3:8])=[N:7][C:2]=1[CH3:1])(=[O:25])[NH2:26].